From a dataset of Peptide-MHC class I binding affinity with 185,985 pairs from IEDB/IMGT. Regression. Given a peptide amino acid sequence and an MHC pseudo amino acid sequence, predict their binding affinity value. This is MHC class I binding data. (1) The peptide sequence is KTFPPTEPK. The MHC is HLA-A02:01 with pseudo-sequence HLA-A02:01. The binding affinity (normalized) is 0. (2) The binding affinity (normalized) is 0.147. The MHC is H-2-Db with pseudo-sequence H-2-Db. The peptide sequence is FIIDNFGSV. (3) The peptide sequence is HIRIPRTPSR. The MHC is Patr-A0401 with pseudo-sequence Patr-A0401. The binding affinity (normalized) is 0.280.